This data is from Full USPTO retrosynthesis dataset with 1.9M reactions from patents (1976-2016). The task is: Predict the reactants needed to synthesize the given product. Given the product [CH3:1][C:2]1[N:3]([C:31]2[CH:32]=[CH:33][C:34]([O:35][CH:36]([CH3:40])[C:37]#[N:39])=[CH:41][CH:42]=2)[C:4](=[O:30])[C:5]([CH2:11][C:12]2[CH:13]=[CH:14][C:15]([C:18]3[CH:23]=[CH:22][CH:21]=[CH:20][C:19]=3[C:24]3[NH:28][C:27](=[O:29])[O:26][N:25]=3)=[CH:16][CH:17]=2)=[C:6]([CH2:8][CH2:9][CH3:10])[N:7]=1, predict the reactants needed to synthesize it. The reactants are: [CH3:1][C:2]1[N:3]([C:31]2[CH:42]=[CH:41][C:34]([O:35][CH:36]([CH3:40])[C:37]([NH2:39])=O)=[CH:33][CH:32]=2)[C:4](=[O:30])[C:5]([CH2:11][C:12]2[CH:17]=[CH:16][C:15]([C:18]3[CH:23]=[CH:22][CH:21]=[CH:20][C:19]=3[C:24]3[NH:28][C:27](=[O:29])[O:26][N:25]=3)=[CH:14][CH:13]=2)=[C:6]([CH2:8][CH2:9][CH3:10])[N:7]=1.C(N(CC)CC)C.FC(F)(F)C(OC(=O)C(F)(F)F)=O.C(OCC)(=O)C.